Predict the reaction yield, written as a fraction of the theoretical maximum amount of product (1.0 means a 100% yield; for example, 0.34 means a 34% yield). From a dataset of Reaction yield outcomes from USPTO patents with 853,638 reactions. (1) The reactants are [N:1]1[N:5]2[CH2:6][CH2:7][CH2:8][CH2:9][C:4]2=[CH:3][C:2]=1[C:10]([OH:12])=O.[NH2:13][C@@H:14]([CH3:30])[CH2:15][N:16]1[CH:20]=[CH:19][C:18]([C:21]2[CH:28]=[CH:27][C:24]([C:25]#[N:26])=[C:23]([Cl:29])[CH:22]=2)=[N:17]1. No catalyst specified. The product is [Cl:29][C:23]1[CH:22]=[C:21]([C:18]2[CH:19]=[CH:20][N:16]([CH2:15][C@@H:14]([NH:13][C:10]([C:2]3[CH:3]=[C:4]4[CH2:9][CH2:8][CH2:7][CH2:6][N:5]4[N:1]=3)=[O:12])[CH3:30])[N:17]=2)[CH:28]=[CH:27][C:24]=1[C:25]#[N:26]. The yield is 0.563. (2) The reactants are [CH3:1][N:2]([CH2:6][CH2:7]Cl)[CH2:3][CH2:4]Cl.Cl.[Cl:10][C:11]1[CH:16]=[CH:15][C:14]([CH2:17][C:18]#[N:19])=[CH:13][CH:12]=1.[H-].[Na+]. The catalyst is CN(C=O)C. The product is [CH3:1][N:2]1[CH2:3][CH2:4][C:17]([C:14]2[CH:15]=[CH:16][C:11]([Cl:10])=[CH:12][CH:13]=2)([C:18]#[N:19])[CH2:7][CH2:6]1. The yield is 0.920. (3) The reactants are [CH3:1][C:2]1[C:6]([CH2:7][N:8]2[CH:12]=[C:11]([N:13]3[C:17](=[O:18])[CH2:16][NH:15][C:14]3=[O:19])[CH:10]=[N:9]2)=[C:5]([CH3:20])[O:4][N:3]=1.[CH2:21](Br)[CH2:22][C:23]1[CH:28]=[CH:27][CH:26]=[CH:25][CH:24]=1. No catalyst specified. The product is [CH3:1][C:2]1[C:6]([CH2:7][N:8]2[CH:12]=[C:11]([N:13]3[C:17](=[O:18])[CH2:16][N:15]([CH2:21][CH2:22][C:23]4[CH:28]=[CH:27][CH:26]=[CH:25][CH:24]=4)[C:14]3=[O:19])[CH:10]=[N:9]2)=[C:5]([CH3:20])[O:4][N:3]=1. The yield is 0.370.